From a dataset of Forward reaction prediction with 1.9M reactions from USPTO patents (1976-2016). Predict the product of the given reaction. (1) The product is: [Cl:1][C:2]1[CH:7]=[CH:6][C:5]([CH2:8][CH3:9])=[C:4]([C:13]#[C:12][C:11]([O:15][CH3:16])=[O:14])[CH:3]=1. Given the reactants [Cl:1][C:2]1[CH:7]=[CH:6][C:5]([CH2:8][CH3:9])=[C:4](I)[CH:3]=1.[C:11]([O:15][CH3:16])(=[O:14])[C:12]#[CH:13], predict the reaction product. (2) Given the reactants [CH3:1][N:2]([CH3:14])[CH2:3][C:4]1[CH:9]=[CH:8][C:7]([N+:10]([O-])=O)=[C:6]([CH3:13])[CH:5]=1, predict the reaction product. The product is: [CH3:14][N:2]([CH2:3][C:4]1[CH:9]=[CH:8][C:7]([NH2:10])=[C:6]([CH3:13])[CH:5]=1)[CH3:1]. (3) Given the reactants F[C:2]1[CH:7]=[CH:6][CH:5]=[CH:4][C:3]=1[N+:8]([O-:10])=[O:9].[CH3:11][C@H:12]([NH2:20])[C:13]([O:15][C:16]([CH3:19])([CH3:18])[CH3:17])=[O:14].Cl.CCN(C(C)C)C(C)C, predict the reaction product. The product is: [C:16]([O:15][C:13](=[O:14])[C@@H:12]([NH:20][C:2]1[CH:7]=[CH:6][CH:5]=[CH:4][C:3]=1[N+:8]([O-:10])=[O:9])[CH3:11])([CH3:19])([CH3:18])[CH3:17].